From a dataset of Reaction yield outcomes from USPTO patents with 853,638 reactions. Predict the reaction yield, written as a fraction of the theoretical maximum amount of product (1.0 means a 100% yield; for example, 0.34 means a 34% yield). (1) The reactants are [N+:1]([C:4]1[CH:10]=[CH:9][C:7]([NH2:8])=[C:6]([OH:11])[CH:5]=1)([O-:3])=[O:2].[Br:12][C:13]1[CH:18]=[C:17]([Br:19])[CH:16]=[CH:15][C:14]=1[N:20]=[C:21]=[O:22]. No catalyst specified. The product is [OH:11][C:6]1[CH:5]=[C:4]([N+:1]([O-:3])=[O:2])[CH:10]=[CH:9][C:7]=1[NH:8][C:21]([NH:20][C:14]1[CH:15]=[CH:16][C:17]([Br:19])=[CH:18][C:13]=1[Br:12])=[O:22]. The yield is 0.390. (2) The reactants are [CH2:1]([N:8]1[CH2:13][CH2:12][CH2:11][CH:10]([CH2:14][N:15]2[CH2:20][CH2:19][N:18](C(OC(C)(C)C)=O)[CH2:17][C:16]2=[O:28])[CH2:9]1)[C:2]1[CH:7]=[CH:6][CH:5]=[CH:4][CH:3]=1.[ClH:29]. The catalyst is ClCCl.O1CCOCC1. The product is [ClH:29].[ClH:29].[CH2:1]([N:8]1[CH2:13][CH2:12][CH2:11][CH:10]([CH2:14][N:15]2[CH2:20][CH2:19][NH:18][CH2:17][C:16]2=[O:28])[CH2:9]1)[C:2]1[CH:3]=[CH:4][CH:5]=[CH:6][CH:7]=1. The yield is 1.00. (3) The reactants are [NH2:1][C:2]1[CH:7]=[CH:6][C:5]([N:8]2[C:14](=[O:15])[CH2:13][C:12](=[O:16])[NH:11][C:10]3[C:17]4[C:22]([CH:23]=[CH:24][C:9]2=3)=[CH:21][CH:20]=[CH:19][CH:18]=4)=[CH:4][CH:3]=1.C(C1C2NC(=O)CC(=O)N(C3C=CC(NC(=O)OC(C)(C)C)=CC=3)C=2C=CC=1)C.[Br:54][C:55]1[CH:56]=[C:57]([S:61](Cl)(=[O:63])=[O:62])[CH:58]=[CH:59][CH:60]=1. The catalyst is N1C=CC=CC=1. The product is [Br:54][C:55]1[CH:56]=[C:57]([S:61]([NH:1][C:2]2[CH:7]=[CH:6][C:5]([N:8]3[C:14](=[O:15])[CH2:13][C:12](=[O:16])[NH:11][C:10]4[C:17]5[C:22]([CH:23]=[CH:24][C:9]3=4)=[CH:21][CH:20]=[CH:19][CH:18]=5)=[CH:4][CH:3]=2)(=[O:63])=[O:62])[CH:58]=[CH:59][CH:60]=1. The yield is 0.600. (4) The reactants are [F:1][C:2]([F:13])([F:12])[C:3]1[CH:11]=[CH:10][CH:9]=[CH:8][C:4]=1[C:5](Cl)=[O:6].[NH2:14][C:15]1[N:23]=[CH:22][CH:21]=[CH:20][C:16]=1[C:17](O)=[O:18].O. The catalyst is N1C=CC=CC=1. The product is [F:1][C:2]([F:13])([F:12])[C:3]1[CH:11]=[CH:10][CH:9]=[CH:8][C:4]=1[C:5]1[O:6][C:17](=[O:18])[C:16]2[CH:20]=[CH:21][CH:22]=[N:23][C:15]=2[N:14]=1. The yield is 0.600. (5) The reactants are [Br:1][C:2]1[CH:7]=[CH:6][C:5]([O:8][CH3:9])=[CH:4][C:3]=1[CH2:10]Br.[F:12][C:13]([F:23])([F:22])[C:14]1[CH:21]=[CH:20][C:17]([CH2:18][NH2:19])=[CH:16][CH:15]=1.C(N(CC)CC)C. The catalyst is CS(C)=O.C1COCC1. The product is [F:12][C:13]([F:22])([F:23])[C:14]1[CH:21]=[CH:20][C:17]([CH2:18][NH:19][CH2:10][C:3]2[CH:4]=[C:5]([O:8][CH3:9])[CH:6]=[CH:7][C:2]=2[Br:1])=[CH:16][CH:15]=1. The yield is 0.730. (6) The reactants are [Cl:1][C:2]1[CH:3]=[CH:4][C:5]([O:33][CH3:34])=[C:6]([C:8]2[N:12](COCC[Si](C)(C)C)[N:11]=[CH:10][C:9]=2[NH:21][C:22]([C:24]2[CH:25]=[N:26][N:27]3[CH:32]=[CH:31][CH:30]=[N:29][C:28]=23)=[O:23])[CH:7]=1.Cl. The catalyst is C(O)C.O. The product is [Cl:1][C:2]1[CH:3]=[CH:4][C:5]([O:33][CH3:34])=[C:6]([C:8]2[NH:12][N:11]=[CH:10][C:9]=2[NH:21][C:22]([C:24]2[CH:25]=[N:26][N:27]3[CH:32]=[CH:31][CH:30]=[N:29][C:28]=23)=[O:23])[CH:7]=1. The yield is 0.890.